This data is from Catalyst prediction with 721,799 reactions and 888 catalyst types from USPTO. The task is: Predict which catalyst facilitates the given reaction. The catalyst class is: 24. Product: [CH:18]1([C:21]2[NH:23][C:6](=[O:8])[CH:4]=[C:3]([C:2]([OH:12])=[O:11])[N:22]=2)[CH2:20][CH2:19]1. Reactant: [Na].[C:2]([O:12]CC)(=[O:11])[CH2:3][C:4]([C:6]([O:8]CC)=O)=O.[OH-].[Na+].Cl.[CH:18]1([C:21](=[NH:23])[NH2:22])[CH2:20][CH2:19]1.Cl.